This data is from Full USPTO retrosynthesis dataset with 1.9M reactions from patents (1976-2016). The task is: Predict the reactants needed to synthesize the given product. (1) Given the product [F:43][C:42]1[CH:41]=[C:40]([CH2:44][C:28](=[O:30])[N:22]2[CH2:23][CH2:24][NH:25][CH2:26][CH2:27]2)[C:39]([F:48])=[CH:38][C:37]=1[C:35]#[N:36], predict the reactants needed to synthesize it. The reactants are: Cl.N1(C(=O)CC2C=CC(N3C=NN=N3)=CC=2)CCNCC1.[N:22]1([C:28]([O:30]C(C)(C)C)=O)[CH2:27][CH2:26][NH:25][CH2:24][CH2:23]1.[C:35]([C:37]1[C:42]([F:43])=[CH:41][C:40]([CH2:44]C(O)=O)=[C:39]([F:48])[CH:38]=1)#[N:36]. (2) Given the product [NH2:17][C:13]1[N:12]=[C:11]([N:8]2[C:9]3[C:5](=[CH:4][CH:3]=[C:2]([C:33]#[C:32][C:30]([C:26]4[S:25][CH:29]=[CH:28][N:27]=4)([OH:34])[CH3:31])[CH:10]=3)[C:6]([CH3:18])=[N:7]2)[CH:16]=[CH:15][N:14]=1, predict the reactants needed to synthesize it. The reactants are: Br[C:2]1[CH:10]=[C:9]2[C:5]([C:6]([CH3:18])=[N:7][N:8]2[C:11]2[CH:16]=[CH:15][N:14]=[C:13]([NH2:17])[N:12]=2)=[CH:4][CH:3]=1.N1CCCCC1.[S:25]1[CH:29]=[CH:28][N:27]=[C:26]1[C:30]([OH:34])([C:32]#[CH:33])[CH3:31]. (3) Given the product [NH:23]1[C:19]2[C:18](=[CH:17][C:22]([CH2:14][NH:13][CH:12]([CH:55]3[CH2:53][CH2:52]3)[CH3:58])=[CH:21][CH:20]=2)[CH:26]=[CH:24]1, predict the reactants needed to synthesize it. The reactants are: C(N(C(C1CC1)C)C(=O)CN1C(=O)[C@:14]2([C:22]3[C:17](=[CH:18][C:19]([NH:23][C:24]([C:26]4C=NOC=4C)=O)=[CH:20][CH:21]=3)CC2)[NH:13][C:12]1=O)C1C=CC=CC=1.CC(OC(OC(O[C:52]([CH3:55])(C)[CH3:53])=O)=O)(C)C.[OH-].[Na+].[CH2:58]1COCC1. (4) Given the product [C:24]([O:23][C:21]([N:28]1[CH2:33][CH2:32][N:31]([C:16]2[CH:17]=[CH:18][C:13]([C:12](=[O:20])[NH:11][C:8]3[CH:9]=[CH:10][C:5]([C:1]([CH3:4])([CH3:3])[CH3:2])=[CH:6][CH:7]=3)=[CH:14][N:15]=2)[CH2:30][CH2:29]1)=[O:22])([CH3:27])([CH3:25])[CH3:26], predict the reactants needed to synthesize it. The reactants are: [C:1]([C:5]1[CH:10]=[CH:9][C:8]([NH:11][C:12](=[O:20])[C:13]2[CH:18]=[CH:17][C:16](Cl)=[N:15][CH:14]=2)=[CH:7][CH:6]=1)([CH3:4])([CH3:3])[CH3:2].[C:21]([N:28]1[CH2:33][CH2:32][NH:31][CH2:30][CH2:29]1)([O:23][C:24]([CH3:27])([CH3:26])[CH3:25])=[O:22].C(OC(N1CCN(C2C=CC(C(=O)NC3C=CC(C)=C(I)C=3)=CN=2)CC1)=O)(C)(C)C. (5) Given the product [Br:25][C:21]1[CH:20]=[C:19]2[C:10]([N:11]3[C:16]([CH2:17][O:18]2)=[N:15][NH:14][C:13](=[O:22])[C@H:12]3[CH3:23])=[CH:9][C:8]=1[N:7]([C:4]1([CH3:6])[CH2:5][N:2]([CH3:1])[CH2:3]1)[CH3:24], predict the reactants needed to synthesize it. The reactants are: [CH3:1][N:2]1[CH2:5][C:4]([N:7]([CH3:24])[C:8]2[CH:9]=[C:10]3[C:19](=[CH:20][CH:21]=2)[O:18][CH2:17][C:16]2[N:11]3[C@H:12]([CH3:23])[C:13](=[O:22])[NH:14][N:15]=2)([CH3:6])[CH2:3]1.[Br-:25].[Br-].[Br-].C([N+](CCCC)(CCCC)CCCC)CCC.C([N+](CCCC)(CCCC)CCCC)CCC.C([N+](CCCC)(CCCC)CCCC)CCC.[O-]S([O-])(=S)=O.[Na+].[Na+].C(=O)(O)[O-].[Na+].